From a dataset of NCI-60 drug combinations with 297,098 pairs across 59 cell lines. Regression. Given two drug SMILES strings and cell line genomic features, predict the synergy score measuring deviation from expected non-interaction effect. (1) Cell line: SNB-75. Synergy scores: CSS=9.52, Synergy_ZIP=-1.76, Synergy_Bliss=4.82, Synergy_Loewe=4.30, Synergy_HSA=4.59. Drug 1: CC(C1=C(C=CC(=C1Cl)F)Cl)OC2=C(N=CC(=C2)C3=CN(N=C3)C4CCNCC4)N. Drug 2: C1CCC(C(C1)N)N.C(=O)(C(=O)[O-])[O-].[Pt+4]. (2) Drug 1: CC(CN1CC(=O)NC(=O)C1)N2CC(=O)NC(=O)C2. Drug 2: CC1CCC2CC(C(=CC=CC=CC(CC(C(=O)C(C(C(=CC(C(=O)CC(OC(=O)C3CCCCN3C(=O)C(=O)C1(O2)O)C(C)CC4CCC(C(C4)OC)O)C)C)O)OC)C)C)C)OC. Cell line: SN12C. Synergy scores: CSS=27.6, Synergy_ZIP=-11.3, Synergy_Bliss=-11.1, Synergy_Loewe=-6.90, Synergy_HSA=-5.76.